Dataset: Forward reaction prediction with 1.9M reactions from USPTO patents (1976-2016). Task: Predict the product of the given reaction. (1) Given the reactants [F:1][C:2]1[CH:10]=[CH:9][CH:8]=[C:7]2[C:3]=1[CH2:4][CH2:5][CH:6]2O.[C:12]([S-:14])#[N:13].[K+].C(O)(=O)C(O)=O.[I-].[K+].II, predict the reaction product. The product is: [F:1][C:2]1[CH:10]=[CH:9][CH:8]=[C:7]2[C:3]=1[CH2:4][CH2:5][CH:6]2[N:13]=[C:12]=[S:14]. (2) Given the reactants FC(F)(F)S([O:6][S:7]([C:10]([F:13])([F:12])[F:11])(=[O:9])=[O:8])(=O)=O.[CH3:16][C:17]1[N:21]([C:22]2[CH:23]=[C:24](O)[CH:25]=[CH:26][CH:27]=2)[C:20]2[CH:29]=[CH:30][CH:31]=[C:32]([C:33]([F:36])([F:35])[F:34])[C:19]=2[N:18]=1.C(N(C(C)C)CC)(C)C.C(O)(=O)CC(CC(O)=O)(C(O)=O)O, predict the reaction product. The product is: [F:13][C:10]([F:11])([F:12])[S:7]([O:6][C:24]1[CH:25]=[CH:26][CH:27]=[C:22]([N:21]2[C:20]3[CH:29]=[CH:30][CH:31]=[C:32]([C:33]([F:34])([F:36])[F:35])[C:19]=3[N:18]=[C:17]2[CH3:16])[CH:23]=1)(=[O:8])=[O:9]. (3) Given the reactants Cl[C:2]1[C:11]2[C:6](=[CH:7][CH:8]=[CH:9][CH:10]=2)[N:5]=[C:4]([CH2:12][Cl:13])[N:3]=1.[CH:14]([NH2:17])([CH3:16])[CH3:15].C(N(C(C)C)CC)(C)C, predict the reaction product. The product is: [Cl:13][CH2:12][C:4]1[N:3]=[C:2]([NH:17][CH:14]([CH3:16])[CH3:15])[C:11]2[C:6](=[CH:7][CH:8]=[CH:9][CH:10]=2)[N:5]=1. (4) Given the reactants [OH:1][NH:2][C:3]([C:5]1[C:10]([N+:11]([O-:13])=[O:12])=[CH:9][CH:8]=[CH:7][N:6]=1)=[NH:4].[N+:14]([C:17]1[CH:25]=[C:21]([C:22](O)=O)[C:20]([OH:26])=[CH:19][CH:18]=1)([O-:16])=[O:15], predict the reaction product. The product is: [N+:14]([C:17]1[CH:18]=[CH:19][C:20]([OH:26])=[C:21]([C:22]2[O:1][N:2]=[C:3]([C:5]3[C:10]([N+:11]([O-:13])=[O:12])=[CH:9][CH:8]=[CH:7][N:6]=3)[N:4]=2)[CH:25]=1)([O-:16])=[O:15]. (5) Given the reactants [Cl:1][C:2]1[N:3]=[N:4][C:5]([NH:8][NH2:9])=[CH:6][CH:7]=1.[N:10]1[CH:15]=[CH:14][CH:13]=[CH:12][C:11]=1[C:16](=O)[CH2:17][C:18](=O)[C:19]([O:21][CH2:22][CH3:23])=[O:20].Cl, predict the reaction product. The product is: [Cl:1][C:2]1[N:3]=[N:4][C:5]([N:8]2[C:16]([C:11]3[CH:12]=[CH:13][CH:14]=[CH:15][N:10]=3)=[CH:17][C:18]([C:19]([O:21][CH2:22][CH3:23])=[O:20])=[N:9]2)=[CH:6][CH:7]=1.